From a dataset of Reaction yield outcomes from USPTO patents with 853,638 reactions. Predict the reaction yield, written as a fraction of the theoretical maximum amount of product (1.0 means a 100% yield; for example, 0.34 means a 34% yield). (1) The reactants are [CH3:1][C:2]1[C:6]([CH3:7])=[C:5]([NH:8][C:9](=[O:16])OCC(Cl)(Cl)Cl)[O:4][N:3]=1.Cl.Cl.[F:19][C:20]1[CH:25]=[CH:24][C:23]([F:26])=[CH:22][C:21]=1[C:27]1[CH:32]=[CH:31][N:30]=[C:29]([N:33]2[CH2:38][CH2:37][NH:36][CH2:35][CH2:34]2)[N:28]=1. The catalyst is O1CCCC1.CCCCCC. The product is [CH3:1][C:2]1[C:6]([CH3:7])=[C:5]([NH:8][C:9]([N:36]2[CH2:37][CH2:38][N:33]([C:29]3[N:28]=[C:27]([C:21]4[CH:22]=[C:23]([F:26])[CH:24]=[CH:25][C:20]=4[F:19])[CH:32]=[CH:31][N:30]=3)[CH2:34][CH2:35]2)=[O:16])[O:4][N:3]=1. The yield is 0.860. (2) The product is [NH2:41][C:42]1([C:46]2[CH:47]=[CH:48][C:49]([C:52]3[C:53]([C:63]4[CH:68]=[CH:67][CH:66]=[CH:65][CH:64]=4)=[CH:54][C:55]4[NH:56][C:57](=[O:62])[NH:58][CH2:59][C:60]=4[N:61]=3)=[CH:50][CH:51]=2)[CH2:45][CH2:44][CH2:43]1. No catalyst specified. The yield is 0.970. The reactants are N1C=CN=C1CN1C(=O)COC2N=C(C3C=CC(C4(N)CCC4)=CC=3)C(C3C=CC=CC=3)=CC1=2.C(OC(=O)[NH:41][C:42]1([C:46]2[CH:51]=[CH:50][C:49]([C:52]3[C:53]([C:63]4[CH:68]=[CH:67][CH:66]=[CH:65][CH:64]=4)=[CH:54][C:55]4[NH:56][C:57](=[O:62])[NH:58][CH2:59][C:60]=4[N:61]=3)=[CH:48][CH:47]=2)[CH2:45][CH2:44][CH2:43]1)(C)(C)C.